From a dataset of Blood-brain barrier permeability classification from the B3DB database. Regression/Classification. Given a drug SMILES string, predict its absorption, distribution, metabolism, or excretion properties. Task type varies by dataset: regression for continuous measurements (e.g., permeability, clearance, half-life) or binary classification for categorical outcomes (e.g., BBB penetration, CYP inhibition). Dataset: b3db_classification. The molecule is C[C@H]1Oc2ccccc2C[C@H]1N(C)C. The result is 1 (penetrates BBB).